Dataset: Reaction yield outcomes from USPTO patents with 853,638 reactions. Task: Predict the reaction yield, written as a fraction of the theoretical maximum amount of product (1.0 means a 100% yield; for example, 0.34 means a 34% yield). (1) The reactants are [C:1]([OH:13])(=[O:12])[CH2:2][C:3]([CH2:8][C:9]([OH:11])=[O:10])([C:5]([OH:7])=[O:6])[OH:4].[CH3:14][C@@H:15]1[CH2:20][CH2:19][N:18]([C:21](=[O:25])[CH2:22][C:23]#[N:24])[CH2:17][C@@H:16]1[N:26]([CH3:36])[C:27]1[C:28]2[CH:35]=[CH:34][NH:33][C:29]=2[N:30]=[CH:31][N:32]=1. The catalyst is O.CO. The product is [C:1]([OH:13])(=[O:12])[CH2:2][C:3]([CH2:8][C:9]([OH:11])=[O:10])([C:5]([OH:7])=[O:6])[OH:4].[CH3:14][C@@H:15]1[CH2:20][CH2:19][N:18]([C:21](=[O:25])[CH2:22][C:23]#[N:24])[CH2:17][C@@H:16]1[N:26]([CH3:36])[C:27]1[C:28]2[CH:35]=[CH:34][NH:33][C:29]=2[N:30]=[CH:31][N:32]=1. The yield is 0.760. (2) The reactants are [CH3:1][C:2]([CH3:5])([O-])[CH3:3].[K+].C(C1[CH:11]=[C:12]2[C:17](=[CH:18][CH:19]=1)[CH:16]=[C:15]([C:20]([O:22][CH3:23])=[O:21])[CH:14]=[CH:13]2)(=O)C. The catalyst is [Br-].C[P+](C1C=CC=CC=1)(C1C=CC=CC=1)C1C=CC=CC=1.C1COCC1. The product is [CH2:1]=[C:2]([C:5]1[CH:11]=[C:12]2[C:17](=[CH:18][CH:19]=1)[CH:16]=[C:15]([C:20]([O:22][CH3:23])=[O:21])[CH:14]=[CH:13]2)[CH3:3]. The yield is 0.880. (3) The reactants are O[C:2]1[CH:3]=[C:4]([NH:8][C:9]2[N:14]=[C:13]([NH:15][C:16]3[CH:21]=[CH:20][CH:19]=[C:18](O)[CH:17]=3)[C:12]([F:23])=[CH:11][N:10]=2)[CH:5]=[CH:6][CH:7]=1.[CH2:24]([N:31]1[CH2:36][CH2:35][N:34](C2C=CC(N)=CC=2)[CH2:33][CH2:32]1)[C:25]1[CH:30]=[CH:29][CH:28]=[CH:27][CH:26]=1.Cl[C:45]1[N:50]=[C:49](Cl)[C:48](F)=[CH:47]N=1. No catalyst specified. The product is [CH2:49]([N:50]1[CH2:45][CH2:9][N:8]([C:7]2[CH:6]=[CH:5][C:4]([NH:8][C:9]3[N:14]=[C:13]([NH:15][C:16]4[CH:21]=[CH:20][C:19]([N:34]5[CH2:33][CH2:32][N:31]([CH2:24][C:25]6[CH:26]=[CH:27][CH:28]=[CH:29][CH:30]=6)[CH2:36][CH2:35]5)=[CH:18][CH:17]=4)[C:12]([F:23])=[CH:11][N:10]=3)=[CH:3][CH:2]=2)[CH2:4][CH2:3]1)[C:48]1[CH:47]=[CH:2][CH:7]=[CH:6][CH:5]=1. The yield is 0.640. (4) The reactants are [CH3:1][C:2]1[CH:7]=[CH:6][C:5]([S:8]([O:11][CH2:12][C@@H:13]2[C@@H:17]([CH2:18]OS(C3C=CC(C)=CC=3)(=O)=O)[O:16][C:15]([CH3:31])([CH3:30])[O:14]2)(=[O:10])=[O:9])=[CH:4][CH:3]=1.[N-:32]=[N+:33]=[N-:34].[Na+]. The catalyst is CN(C=O)C. The product is [CH3:1][C:2]1[CH:7]=[CH:6][C:5]([S:8]([O:11][CH2:12][C@@H:13]2[C@@H:17]([CH2:18][N:32]=[N+:33]=[N-:34])[O:16][C:15]([CH3:31])([CH3:30])[O:14]2)(=[O:10])=[O:9])=[CH:4][CH:3]=1. The yield is 0.630.